Dataset: Retrosynthesis with 50K atom-mapped reactions and 10 reaction types from USPTO. Task: Predict the reactants needed to synthesize the given product. (1) The reactants are: CC(C)(C)OC(=O)OC(=O)OC(C)(C)C.O=[N+]([O-])c1ccc(NCCn2nccc2NC(c2ccccc2)(c2ccccc2)c2ccccc2)nc1. Given the product CC(C)(C)OC(=O)N(CCn1nccc1NC(c1ccccc1)(c1ccccc1)c1ccccc1)c1ccc([N+](=O)[O-])cn1, predict the reactants needed to synthesize it. (2) Given the product CCCCCCCN(CCc1csc(SC(C)(C)C(=O)OC(C)(C)C)n1)c1ncc(C#N)cc1Cl, predict the reactants needed to synthesize it. The reactants are: CCCCCCCN(CCc1csc(SC(C)(C)C(=O)OC(C)(C)C)n1)c1ncc(C(N)=O)cc1Cl. (3) Given the product CC(C)(C)OC(=O)CNC(=O)C1=C(O)c2cc(F)c(F)cc2C2(CCOCC2)C1=O, predict the reactants needed to synthesize it. The reactants are: CC(C)(C)OC(=O)CN.CCOC(=O)C1=C(O)c2cc(F)c(F)cc2C2(CCOCC2)C1=O. (4) Given the product COC(C)(C)C1CCN(Cc2nc3c(N4CCOCC4)nc(Nc4ccccc4N)nc3n2C)CC1, predict the reactants needed to synthesize it. The reactants are: COC(C)(C)C1CCN(Cc2nc3c(N4CCOCC4)nc(Cl)nc3n2C)CC1.Nc1ccccc1N. (5) Given the product CCOc1cc2c(c3c1OC(C)(C)C3)C(c1ccc(C(=O)O)c(NCc3ccccc3)c1)=NC(C)(C)C2, predict the reactants needed to synthesize it. The reactants are: CCOc1cc2c(c3c1OC(C)(C)C3)C(c1ccc(C(=O)OC)c(NCc3ccccc3)c1)=NC(C)(C)C2. (6) Given the product COC(=O)Cc1ccc2c(c1)OCO2, predict the reactants needed to synthesize it. The reactants are: O=C(O)Cc1ccc2c(c1)OCO2.O=C([O-])O. (7) Given the product C#Cc1ccc(F)c(OCCC(F)F)c1, predict the reactants needed to synthesize it. The reactants are: C[Si](C)(C)C#Cc1ccc(F)c(OCCC(F)F)c1. (8) Given the product CC(=O)c1cnc2ccc(Br)cc2c1N[C@H]1CC[C@H](CN(C)C)CC1, predict the reactants needed to synthesize it. The reactants are: CC(=O)c1cnc2ccc(Br)cc2c1Cl.CN(C)C[C@H]1CC[C@H](N)CC1.